Predict the product of the given reaction. From a dataset of Forward reaction prediction with 1.9M reactions from USPTO patents (1976-2016). (1) The product is: [F:29][C:30]([F:45])([F:44])[C:31]1[CH:32]=[C:33]([C:34]([N:8]2[CH2:13][CH2:12][C@H:11]([N:26]3[CH2:27][CH2:28][N:23]([CH3:22])[CH2:24][CH2:25]3)[C@H:10]([C:15]3[CH:20]=[CH:19][CH:18]=[CH:17][C:16]=3[CH3:21])[CH2:9]2)=[O:35])[CH:37]=[C:38]([C:40]([F:43])([F:42])[F:41])[CH:39]=1. Given the reactants C([N:8]1[CH2:13][CH2:12][C:11](=O)[CH:10]([C:15]2[CH:20]=[CH:19][CH:18]=[CH:17][C:16]=2[CH3:21])[CH2:9]1)C1C=CC=CC=1.[CH3:22][N:23]1[CH2:28][CH2:27][NH:26][CH2:25][CH2:24]1.[F:29][C:30]([F:45])([F:44])[C:31]1[CH:32]=[C:33]([CH:37]=[C:38]([C:40]([F:43])([F:42])[F:41])[CH:39]=1)[C:34](Cl)=[O:35], predict the reaction product. (2) Given the reactants [OH:1][C:2]([CH3:32])([CH3:31])[CH2:3][C@@:4]1([CH:28]([CH3:30])[CH3:29])[O:9][C:8](=[O:10])[N:7]([C@H:11]([C:13]2[CH:18]=[CH:17][C:16]([C:19]3[CH:20]=[N:21][C:22]([C:25](O)=[O:26])=[N:23][CH:24]=3)=[CH:15][CH:14]=2)[CH3:12])[CH2:6][CH2:5]1.[CH:33]1([NH2:36])[CH2:35][CH2:34]1, predict the reaction product. The product is: [CH:33]1([NH:36][C:25]([C:22]2[N:21]=[CH:20][C:19]([C:16]3[CH:17]=[CH:18][C:13]([C@@H:11]([N:7]4[CH2:6][CH2:5][C@:4]([CH2:3][C:2]([OH:1])([CH3:32])[CH3:31])([CH:28]([CH3:29])[CH3:30])[O:9][C:8]4=[O:10])[CH3:12])=[CH:14][CH:15]=3)=[CH:24][N:23]=2)=[O:26])[CH2:35][CH2:34]1. (3) Given the reactants [NH2:1][C:2]1[CH:9]=[CH:8][CH:7]=[C:6]([OH:10])[C:3]=1[C:4]#[N:5].[C:11]([N:19]=[C:20]=[O:21])(=[O:18])[C:12]1[CH:17]=[CH:16][CH:15]=[CH:14][CH:13]=1, predict the reaction product. The product is: [C:4]([C:3]1[C:6]([OH:10])=[CH:7][CH:8]=[CH:9][C:2]=1[NH:1][C:20]([NH:19][C:11](=[O:18])[C:12]1[CH:13]=[CH:14][CH:15]=[CH:16][CH:17]=1)=[O:21])#[N:5]. (4) Given the reactants [CH3:1][C:2]1[C:3]([CH2:15][O:16][C:17]2[CH:22]=[CH:21][C:20]([C:23]3[C:27]([CH:28]=O)=[C:26]([O:30][CH3:31])[N:25]([CH3:32])[N:24]=3)=[CH:19][C:18]=2[CH3:33])=[C:4]([N:8]2[C:12](=[O:13])[N:11]([CH3:14])[N:10]=[N:9]2)[CH:5]=[CH:6][CH:7]=1.Cl.[NH2:35][OH:36].N1C=CC=CC=1, predict the reaction product. The product is: [CH3:31][O:30][C:26]1[N:25]([CH3:32])[N:24]=[C:23]([C:20]2[CH:21]=[CH:22][C:17]([O:16][CH2:15][C:3]3[C:4]([N:8]4[C:12](=[O:13])[N:11]([CH3:14])[N:10]=[N:9]4)=[CH:5][CH:6]=[CH:7][C:2]=3[CH3:1])=[C:18]([CH3:33])[CH:19]=2)[C:27]=1[CH:28]=[N:35][OH:36]. (5) Given the reactants [Cl:1][C:2]1[C:7]([C:8]2[CH:13]=[CH:12][CH:11]=[C:10]([CH3:14])[C:9]=2[N+:15]([O-])=O)=[CH:6][CH:5]=[C:4]([Cl:18])[N:3]=1.C(O)(=O)C, predict the reaction product. The product is: [Cl:1][C:2]1[C:7]([C:8]2[CH:13]=[CH:12][CH:11]=[C:10]([CH3:14])[C:9]=2[NH2:15])=[CH:6][CH:5]=[C:4]([Cl:18])[N:3]=1. (6) The product is: [NH2:1][C:2]1[N:6]([C:7]2[C:8]([Cl:18])=[CH:9][C:10]([C:14]([F:17])([F:15])[F:16])=[CH:11][C:12]=2[Cl:13])[N:5]=[C:4]([C:19](=[S:24])[NH2:20])[C:3]=1[S:21][CH3:22]. Given the reactants [NH2:1][C:2]1[N:6]([C:7]2[C:12]([Cl:13])=[CH:11][C:10]([C:14]([F:17])([F:16])[F:15])=[CH:9][C:8]=2[Cl:18])[N:5]=[C:4]([C:19]#[N:20])[C:3]=1[S:21][CH3:22].O.[SH-:24].[Na+], predict the reaction product.